Dataset: Catalyst prediction with 721,799 reactions and 888 catalyst types from USPTO. Task: Predict which catalyst facilitates the given reaction. (1) Reactant: [Cl:1][C:2]1[C:10]2[NH:9][C:8]3[CH2:11][CH2:12][N:13]([CH3:16])[CH2:14][CH2:15][C:7]=3[C:6]=2[C:5]([Cl:17])=[CH:4][CH:3]=1.[H-].[Na+].CC1C=CC(S(O[CH2:31][CH2:32][C:33]2[CH:34]=[N:35][C:36]([CH3:39])=[CH:37][CH:38]=2)(=O)=O)=CC=1. Product: [Cl:1][C:2]1[C:10]2[N:9]([CH2:31][CH2:32][C:33]3[CH:34]=[N:35][C:36]([CH3:39])=[CH:37][CH:38]=3)[C:8]3[CH2:11][CH2:12][N:13]([CH3:16])[CH2:14][CH2:15][C:7]=3[C:6]=2[C:5]([Cl:17])=[CH:4][CH:3]=1. The catalyst class is: 3. (2) Reactant: [OH:1][CH:2]([CH:7]([CH3:9])[CH3:8])[C:3](=[CH2:6])[C:4]#[N:5].N1C=CC=CC=1.Cl[C:17]([O:19][CH2:20][CH3:21])=[O:18].Cl. Product: [CH2:20]([O:19][C:17](=[O:18])[O:1][CH:2]([CH:7]([CH3:9])[CH3:8])[C:3]([C:4]#[N:5])=[CH2:6])[CH3:21]. The catalyst class is: 232. (3) Reactant: [NH2:1][C:2]1[C:10]([Br:11])=[CH:9][CH:8]=[CH:7][C:3]=1[C:4](O)=[O:5].[N:12]([CH3:15])=[C:13]=[S:14].CCN(CC)CC. Product: [Br:11][C:10]1[CH:9]=[CH:8][CH:7]=[C:3]2[C:2]=1[NH:1][C:13](=[S:14])[N:12]([CH3:15])[C:4]2=[O:5]. The catalyst class is: 14.